Dataset: NCI-60 drug combinations with 297,098 pairs across 59 cell lines. Task: Regression. Given two drug SMILES strings and cell line genomic features, predict the synergy score measuring deviation from expected non-interaction effect. (1) Drug 1: C1=CC=C(C=C1)NC(=O)CCCCCCC(=O)NO. Drug 2: CN1C2=C(C=C(C=C2)N(CCCl)CCCl)N=C1CCCC(=O)O.Cl. Cell line: EKVX. Synergy scores: CSS=7.10, Synergy_ZIP=-1.06, Synergy_Bliss=1.20, Synergy_Loewe=-2.81, Synergy_HSA=0.185. (2) Drug 1: C1=CC(=C2C(=C1NCCNCCO)C(=O)C3=C(C=CC(=C3C2=O)O)O)NCCNCCO. Drug 2: CC1=CC=C(C=C1)C2=CC(=NN2C3=CC=C(C=C3)S(=O)(=O)N)C(F)(F)F. Cell line: SNB-75. Synergy scores: CSS=53.0, Synergy_ZIP=2.52, Synergy_Bliss=4.70, Synergy_Loewe=-46.7, Synergy_HSA=4.82. (3) Drug 1: CN(C)N=NC1=C(NC=N1)C(=O)N. Drug 2: C1CN(P(=O)(OC1)NCCCl)CCCl. Cell line: SNB-19. Synergy scores: CSS=-7.94, Synergy_ZIP=0.430, Synergy_Bliss=-7.42, Synergy_Loewe=-10.0, Synergy_HSA=-9.67. (4) Drug 1: C1CCC(C1)C(CC#N)N2C=C(C=N2)C3=C4C=CNC4=NC=N3. Drug 2: CS(=O)(=O)C1=CC(=C(C=C1)C(=O)NC2=CC(=C(C=C2)Cl)C3=CC=CC=N3)Cl. Cell line: NCI-H322M. Synergy scores: CSS=3.94, Synergy_ZIP=-0.730, Synergy_Bliss=-1.19, Synergy_Loewe=-2.85, Synergy_HSA=-2.95. (5) Drug 1: CC1=CC=C(C=C1)C2=CC(=NN2C3=CC=C(C=C3)S(=O)(=O)N)C(F)(F)F. Drug 2: CC1C(C(CC(O1)OC2CC(CC3=C2C(=C4C(=C3O)C(=O)C5=C(C4=O)C(=CC=C5)OC)O)(C(=O)CO)O)N)O.Cl. Cell line: SN12C. Synergy scores: CSS=39.9, Synergy_ZIP=-1.72, Synergy_Bliss=-3.17, Synergy_Loewe=-13.6, Synergy_HSA=-0.0248.